From a dataset of Reaction yield outcomes from USPTO patents with 853,638 reactions. Predict the reaction yield, written as a fraction of the theoretical maximum amount of product (1.0 means a 100% yield; for example, 0.34 means a 34% yield). (1) The reactants are [Br:1][C:2]1[S:3][C:4]([S:7][CH3:8])=[CH:5][CH:6]=1.C1C=C(Cl)C=C(C(OO)=[O:17])C=1. The catalyst is ClCCl. The product is [Br:1][C:2]1[S:3][C:4]([S:7]([CH3:8])=[O:17])=[CH:5][CH:6]=1. The yield is 0.798. (2) The reactants are Cl[C:2]1[N:7]=[N:6][C:5]([C:8]([NH2:10])=[O:9])=[C:4]([NH:11][C:12]2[CH:17]=[CH:16][C:15]([S:18]([CH3:21])(=[O:20])=[O:19])=[CH:14][N:13]=2)[CH:3]=1.[C@@H:22]1([NH2:29])[CH2:27][CH2:26][CH2:25][CH2:24][C@@H:23]1[NH2:28].CN1CCCC1=O. The catalyst is CO. The product is [NH2:28][C@H:23]1[CH2:24][CH2:25][CH2:26][CH2:27][C@H:22]1[NH:29][C:2]1[N:7]=[N:6][C:5]([C:8]([NH2:10])=[O:9])=[C:4]([NH:11][C:12]2[CH:17]=[CH:16][C:15]([S:18]([CH3:21])(=[O:20])=[O:19])=[CH:14][N:13]=2)[CH:3]=1. The yield is 0.250. (3) The reactants are O[C:2]1[C:10]([NH:11][C:12](=[O:14])[CH3:13])=[CH:9][CH:8]=[C:7]2[C:3]=1[C:4](=[O:15])[CH2:5][CH2:6]2.C1(C)C=CC(S([O-])(=O)=O)=CC=1.[NH+]1C=CC=CC=1. The catalyst is C1(C)C(C)=CC=CC=1. The product is [CH3:13][C:12]1[O:14][C:2]2[C:3]3[C:4](=[O:15])[CH2:5][CH2:6][C:7]=3[CH:8]=[CH:9][C:10]=2[N:11]=1. The yield is 0.850. (4) The reactants are C[O:2][C:3](=[O:33])[C:4]([C:7]1[CH:12]=[CH:11][C:10]([C:13]#[C:14][C:15]2[C:24]([CH3:25])=[CH:23][C:22]3[CH:21]([N:26]([CH:28]4[CH2:30][CH2:29]4)[CH3:27])[CH2:20][CH2:19][C:18]([CH3:32])([CH3:31])[C:17]=3[CH:16]=2)=[CH:9][CH:8]=1)([CH3:6])[CH3:5].[OH-].[Na+]. The catalyst is CO.O1CCCC1. The product is [CH:28]1([N:26]([CH3:27])[CH:21]2[CH2:20][CH2:19][C:18]([CH3:31])([CH3:32])[C:17]3[CH:16]=[C:15]([C:14]#[C:13][C:10]4[CH:9]=[CH:8][C:7]([C:4]([CH3:6])([CH3:5])[C:3]([OH:33])=[O:2])=[CH:12][CH:11]=4)[C:24]([CH3:25])=[CH:23][C:22]2=3)[CH2:29][CH2:30]1. The yield is 0.640. (5) The product is [CH2:1]([NH:8][C:9]1[C:10]([NH2:15])=[CH:11][CH:12]=[CH:13][CH:14]=1)[C:2]1[CH:3]=[CH:4][CH:5]=[CH:6][CH:7]=1. The reactants are [CH2:1]([NH:8][C:9]1[CH:14]=[CH:13][CH:12]=[CH:11][C:10]=1[N+:15]([O-])=O)[C:2]1[CH:7]=[CH:6][CH:5]=[CH:4][CH:3]=1. The yield is 0.570. The catalyst is C(O)C.O.Cl.[Fe]. (6) The reactants are [Br:1][C:2]1[CH:3]=[C:4]([Cl:11])[C:5]([C:8](O)=[O:9])=[N:6][CH:7]=1.[CH3:12]CN=C=NCCCN(C)C.Cl.C1C=C[C:27]2[N:32]([OH:33])N=NC=2C=1.CCN(C(C)C)C(C)C. The catalyst is CN(C=O)C.O. The product is [Br:1][C:2]1[CH:3]=[C:4]([Cl:11])[C:5]([C:8]([N:32]([O:33][CH3:12])[CH3:27])=[O:9])=[N:6][CH:7]=1. The yield is 0.510. (7) The reactants are [OH:1][C:2]1[N:6]([CH3:7])[N:5]=[C:4]([C:8]([F:11])([F:10])[F:9])[CH:3]=1.[OH-].[Na+].[CH2:14]=O.[C:16]1([CH3:25])[CH:21]=[CH:20][C:19]([S:22]([O-:24])=[O:23])=[CH:18][CH:17]=1.[Na+].Cl. The catalyst is CN(C=O)C.O. The product is [OH:1][C:2]1[N:6]([CH3:7])[N:5]=[C:4]([C:8]([F:11])([F:10])[F:9])[C:3]=1[CH2:14][S:22]([C:19]1[CH:20]=[CH:21][C:16]([CH3:25])=[CH:17][CH:18]=1)(=[O:24])=[O:23]. The yield is 0.882. (8) The reactants are [CH3:1][C:2]#[N:3].[Li]CCCC.[CH2:9]=[C:10]1[CH2:15][CH2:14][CH:13]([C:16](OCC)=[O:17])[CH2:12][CH2:11]1. The catalyst is C1COCC1. The product is [CH2:9]=[C:10]1[CH2:15][CH2:14][CH:13]([C:16](=[O:17])[CH2:1][C:2]#[N:3])[CH2:12][CH2:11]1. The yield is 0.900.